This data is from Forward reaction prediction with 1.9M reactions from USPTO patents (1976-2016). The task is: Predict the product of the given reaction. The product is: [CH2:9]([N:8]([CH2:1][C:2]1[CH:7]=[CH:6][CH:5]=[CH:4][CH:3]=1)[CH:49]([CH:50]([O:53][CH3:54])[O:51][CH3:52])[CH2:48][CH2:47][C:46]([O:45][CH3:42])=[O:33])[C:10]1[CH:15]=[CH:14][CH:13]=[CH:12][CH:11]=1. Given the reactants [CH2:1]([NH:8][CH2:9][C:10]1[CH:15]=[CH:14][CH:13]=[CH:12][CH:11]=1)[C:2]1[CH:7]=[CH:6][CH:5]=[CH:4][CH:3]=1.C1(N(CCCC)C2CCCCC2)CCCCC1.[O:33]=CCCCC(OC)=O.[C:42]([O:45][CH2:46][CH2:47][CH2:48][CH:49](N(C1CCCCC1)C1CCCCC1)[CH:50]([O:53][CH3:54])[O:51][CH3:52])(=O)C, predict the reaction product.